Task: Regression. Given two drug SMILES strings and cell line genomic features, predict the synergy score measuring deviation from expected non-interaction effect.. Dataset: NCI-60 drug combinations with 297,098 pairs across 59 cell lines (1) Drug 1: CCCCCOC(=O)NC1=NC(=O)N(C=C1F)C2C(C(C(O2)C)O)O. Drug 2: CC12CCC3C(C1CCC2OP(=O)(O)O)CCC4=C3C=CC(=C4)OC(=O)N(CCCl)CCCl.[Na+]. Cell line: MDA-MB-231. Synergy scores: CSS=0.822, Synergy_ZIP=4.88, Synergy_Bliss=-0.669, Synergy_Loewe=0.693, Synergy_HSA=-0.886. (2) Drug 2: C1CCC(C(C1)N)N.C(=O)(C(=O)[O-])[O-].[Pt+4]. Drug 1: CN(C)N=NC1=C(NC=N1)C(=O)N. Cell line: NCIH23. Synergy scores: CSS=18.0, Synergy_ZIP=1.85, Synergy_Bliss=7.75, Synergy_Loewe=-17.4, Synergy_HSA=9.15.